Task: Predict the reaction yield, written as a fraction of the theoretical maximum amount of product (1.0 means a 100% yield; for example, 0.34 means a 34% yield).. Dataset: Reaction yield outcomes from USPTO patents with 853,638 reactions (1) The reactants are [C:1]([O:5][C:6]([N:8]1[CH2:13][CH2:12][CH:11]([CH2:14][CH2:15][O:16][C:17]([O:19]C2C=CC=CC=2)=O)[CH2:10][CH2:9]1)=[O:7])([CH3:4])([CH3:3])[CH3:2].[N:26]1([C:32]([O:34][CH2:35][CH3:36])=[O:33])[CH2:31][CH2:30][NH:29][CH2:28][CH2:27]1. No catalyst specified. The product is [C:1]([O:5][C:6]([N:8]1[CH2:9][CH2:10][CH:11]([CH2:14][CH2:15][O:16][C:17]([N:29]2[CH2:28][CH2:27][N:26]([C:32]([O:34][CH2:35][CH3:36])=[O:33])[CH2:31][CH2:30]2)=[O:19])[CH2:12][CH2:13]1)=[O:7])([CH3:2])([CH3:3])[CH3:4]. The yield is 1.00. (2) The reactants are [Cl:1][C:2]1[CH:11]=[CH:10][CH:9]=[C:8]2[C:3]=1[CH:4]=[C:5]([CH:18]([NH2:20])[CH3:19])[C:6]([C:12]1[CH:17]=[CH:16][CH:15]=[CH:14][N:13]=1)=[N:7]2.Br[C:22]1[N:30]=[CH:29][N:28]=[C:27]2[C:23]=1[NH:24][CH:25]=[N:26]2.CCN(C(C)C)C(C)C. The catalyst is C(O)CCC. The product is [Cl:1][C:2]1[CH:11]=[CH:10][CH:9]=[C:8]2[C:3]=1[CH:4]=[C:5]([CH:18]([NH:20][C:22]1[N:30]=[CH:29][N:28]=[C:27]3[C:23]=1[N:24]=[CH:25][NH:26]3)[CH3:19])[C:6]([C:12]1[CH:17]=[CH:16][CH:15]=[CH:14][N:13]=1)=[N:7]2. The yield is 0.690. (3) The reactants are [C:1]1([NH:7][CH2:8][CH2:9][C:10]#[N:11])[CH:6]=[CH:5][CH:4]=[CH:3][CH:2]=1.[NH2:12][OH:13]. The catalyst is CCO. The product is [OH:13][N:12]=[C:10]([NH2:11])[CH2:9][CH2:8][NH:7][C:1]1[CH:6]=[CH:5][CH:4]=[CH:3][CH:2]=1. The yield is 0.628. (4) The reactants are [F:1][C:2]1[CH:12]=[CH:11][C:5]([C:6]([O:8][CH2:9][CH3:10])=[O:7])=[CH:4][C:3]=1[CH:13]=[CH2:14].[N+](=[CH2:17])=[N-]. The catalyst is CCOCC.C([O-])(=O)C.[Pd+2].C([O-])(=O)C. The product is [CH:13]1([C:3]2[CH:4]=[C:5]([CH:11]=[CH:12][C:2]=2[F:1])[C:6]([O:8][CH2:9][CH3:10])=[O:7])[CH2:17][CH2:14]1. The yield is 0.991. (5) The reactants are [NH:1]1[CH:5]=[CH:4][N:3]=[C:2]1[C:6]([O:8][CH2:9][CH3:10])=[O:7].[H-].[Na+].[NH2:13]OP(=O)(C1C=CC=CC=1)C1C=CC=CC=1.C1(P(Cl)(C2C=CC=CC=2)=O)C=CC=CC=1. The catalyst is CN(C=O)C. The product is [NH2:13][N:1]1[CH:5]=[CH:4][N:3]=[C:2]1[C:6]([O:8][CH2:9][CH3:10])=[O:7]. The yield is 0.900.